From a dataset of Full USPTO retrosynthesis dataset with 1.9M reactions from patents (1976-2016). Predict the reactants needed to synthesize the given product. (1) Given the product [CH3:24][N:8]([C:6]1[CH:5]=[CH:4][N:3]=[C:2]([C:28]2[CH:29]=[CH:30][CH:31]=[CH:32][C:27]=2[C:26]([F:37])([F:36])[F:25])[N:7]=1)[C:9]1[CH:14]=[CH:13][N:12]=[C:11]([NH:15][CH2:16][CH2:17][C:18]2[CH:19]=[N:20][CH:21]=[CH:22][CH:23]=2)[N:10]=1, predict the reactants needed to synthesize it. The reactants are: Cl[C:2]1[N:7]=[C:6]([N:8]([CH3:24])[C:9]2[CH:14]=[CH:13][N:12]=[C:11]([NH:15][CH2:16][CH2:17][C:18]3[CH:19]=[N:20][CH:21]=[CH:22][CH:23]=3)[N:10]=2)[CH:5]=[CH:4][N:3]=1.[F:25][C:26]([F:37])([F:36])[C:27]1[CH:32]=[CH:31][CH:30]=[CH:29][C:28]=1B(O)O.C(=O)([O-])[O-].[Na+].[Na+].CCO. (2) Given the product [C:1]([O:5][C:6](=[O:18])[NH:7][C@H:8]([C:11]1[CH:16]=[CH:15][C:14]([O:17][CH2:19][C@@H:20]([CH3:21])[CH2:23][CH3:24])=[CH:13][CH:12]=1)[CH2:9][OH:10])([CH3:4])([CH3:2])[CH3:3], predict the reactants needed to synthesize it. The reactants are: [C:1]([O:5][C:6](=[O:18])[NH:7][C@H:8]([C:11]1[CH:16]=[CH:15][C:14]([OH:17])=[CH:13][CH:12]=1)[CH2:9][OH:10])([CH3:4])([CH3:3])[CH3:2].[CH3:19][C@@H:20]([CH2:23][CH3:24])[CH2:21]Br.C([O-])([O-])=O.[Cs+].[Cs+].[NH4+].[Cl-]. (3) Given the product [CH3:1][O:2][C:3]1[CH:4]=[C:5]2[C:10](=[CH:11][C:12]=1[O:13][CH3:14])[N:9]=[CH:8][CH:7]=[C:6]2[O:15][C:16]1[CH:21]=[CH:20][C:19]([NH:22][CH2:23][CH2:24][CH2:25][O:26][C:27]2[CH:32]=[CH:31][CH:30]=[CH:29][C:28]=2[CH3:33])=[C:18]([CH3:35])[C:17]=1[CH3:36], predict the reactants needed to synthesize it. The reactants are: [CH3:1][O:2][C:3]1[CH:4]=[C:5]2[C:10](=[CH:11][C:12]=1[O:13][CH3:14])[N:9]=[CH:8][CH:7]=[C:6]2[O:15][C:16]1[CH:21]=[CH:20][C:19]([NH:22][C:23](=O)[CH2:24][CH2:25][O:26][C:27]2[CH:32]=[CH:31][CH:30]=[CH:29][C:28]=2[CH3:33])=[C:18]([CH3:35])[C:17]=1[CH3:36].Cl.[OH-].[Na+]. (4) Given the product [N+:11]([C:8]1[N:6]2[N:7]=[C:2]([NH:14][C@H:15]3[CH2:20][CH2:19][C@H:18]([OH:21])[CH2:17][CH2:16]3)[CH:3]=[CH:4][C:5]2=[N:10][CH:9]=1)([O-:13])=[O:12], predict the reactants needed to synthesize it. The reactants are: Cl[C:2]1[CH:3]=[CH:4][C:5]2[N:6]([C:8]([N+:11]([O-:13])=[O:12])=[CH:9][N:10]=2)[N:7]=1.[NH2:14][C@H:15]1[CH2:20][CH2:19][C@H:18]([OH:21])[CH2:17][CH2:16]1.O.